The task is: Predict the reactants needed to synthesize the given product.. This data is from Full USPTO retrosynthesis dataset with 1.9M reactions from patents (1976-2016). (1) Given the product [Br:8][C:9]1[CH:15]=[CH:14][C:12]([NH:13][C:3](=[O:4])[C:2]([CH3:7])([CH3:6])[CH3:1])=[CH:11][C:10]=1[N+:16]([O-:18])=[O:17], predict the reactants needed to synthesize it. The reactants are: [CH3:1][C:2]([CH3:7])([CH3:6])[C:3](Cl)=[O:4].[Br:8][C:9]1[CH:15]=[CH:14][C:12]([NH2:13])=[CH:11][C:10]=1[N+:16]([O-:18])=[O:17].CCN(CC)CC. (2) The reactants are: [CH3:1][O:2][C:3]1[CH:15]=[C:14]([O:16][CH3:17])[CH:13]=[CH:12][C:4]=1[CH2:5][NH:6][C:7]1[S:11][N:10]=[CH:9][N:8]=1.C[Si](C)(C)[N-][Si](C)(C)C.[Li+].[Cl:28][C:29]1[C:30]([F:40])=[CH:31][C:32]([F:39])=[C:33]([S:35](Cl)(=[O:37])=[O:36])[CH:34]=1. Given the product [Cl:28][C:29]1[C:30]([F:40])=[CH:31][C:32]([F:39])=[C:33]([S:35]([N:6]([CH2:5][C:4]2[CH:12]=[CH:13][C:14]([O:16][CH3:17])=[CH:15][C:3]=2[O:2][CH3:1])[C:7]2[S:11][N:10]=[CH:9][N:8]=2)(=[O:37])=[O:36])[CH:34]=1, predict the reactants needed to synthesize it. (3) Given the product [Cl:19][C:5]1[C:6]([NH:8][C:9]2[CH:18]=[CH:17][CH:16]=[CH:15][C:10]=2[C:11]([NH:13][CH3:14])=[O:12])=[N:7][C:2]([NH:20][C:21]2[C:22]([O:34][CH3:35])=[CH:23][C:24]3[N:30]([CH3:31])[C:29](=[O:32])[O:28][CH2:27][CH2:26][C:25]=3[CH:33]=2)=[N:3][CH:4]=1, predict the reactants needed to synthesize it. The reactants are: Cl[C:2]1[N:7]=[C:6]([NH:8][C:9]2[CH:18]=[CH:17][CH:16]=[CH:15][C:10]=2[C:11]([NH:13][CH3:14])=[O:12])[C:5]([Cl:19])=[CH:4][N:3]=1.[NH2:20][C:21]1[C:22]([O:34][CH3:35])=[CH:23][C:24]2[N:30]([CH3:31])[C:29](=[O:32])[O:28][CH2:27][CH2:26][C:25]=2[CH:33]=1. (4) The reactants are: [CH:1]1([Si:7](Cl)([Cl:9])[Cl:8])[CH2:6][CH2:5][CH2:4][CH2:3][CH2:2]1.C[SiH](Cl)Cl. Given the product [CH:1]1([SiH:7]([Cl:9])[Cl:8])[CH2:6][CH2:5][CH2:4][CH2:3][CH2:2]1, predict the reactants needed to synthesize it. (5) Given the product [C:15]([OH:20])(=[O:19])[C:16]([OH:18])=[O:17].[CH:10]1([CH2:9][CH2:8][NH:7][NH2:6])[CH2:12][CH2:11]1, predict the reactants needed to synthesize it. The reactants are: C(OC([NH:6][NH:7][CH2:8][CH2:9][CH:10]1[CH2:12][CH2:11]1)=O)C.[OH-].[Na+].[C:15]([OH:20])(=[O:19])[C:16]([OH:18])=[O:17]. (6) The reactants are: [CH3:1][C@@H:2]1[CH2:7][CH2:6][CH2:5][NH:4][C@@H:3]1[CH2:8][N:9]1[C:17](=[O:18])[C:16]2[C:11](=[CH:12][CH:13]=[CH:14][CH:15]=2)[C:10]1=[O:19].[CH3:20][C:21]1[CH:22]=[CH:23][C:24]([C:30]2[CH:31]=[N:32][N:33]([CH3:35])[CH:34]=2)=[C:25]([CH:29]=1)[C:26](O)=[O:27].C(N(C(C)C)CC)(C)C.CN(C(ON1N=NC2C=CC=NC1=2)=[N+](C)C)C.F[P-](F)(F)(F)(F)F. Given the product [CH3:1][C@@H:2]1[CH2:7][CH2:6][CH2:5][N:4]([C:26](=[O:27])[C:25]2[CH:29]=[C:21]([CH3:20])[CH:22]=[CH:23][C:24]=2[C:30]2[CH:31]=[N:32][N:33]([CH3:35])[CH:34]=2)[C@@H:3]1[CH2:8][N:9]1[C:17](=[O:18])[C:16]2[C:11](=[CH:12][CH:13]=[CH:14][CH:15]=2)[C:10]1=[O:19], predict the reactants needed to synthesize it. (7) The reactants are: ClCC1N=[C:5]([C:9]2[S:10][CH:11]=[CH:12][CH:13]=2)OC=1C.[OH:14][C:15]1[CH:36]=[CH:35][C:18]([CH2:19][O:20]/[N:21]=[C:22](/[C:29]2[CH:34]=[CH:33][CH:32]=[CH:31][CH:30]=2)\[CH2:23][CH2:24][C:25]([O:27][CH3:28])=[O:26])=[CH:17][CH:16]=1.C(=O)([O-])[O-].[K+].[K+].[CH3:43][N:44](C)[CH:45]=[O:46].[C:48](OCC)(=O)[CH3:49].[CH3:54]CCCCC. Given the product [CH3:48][C:49]1[O:46][C:45]([CH2:5][C:9]2[S:10][CH:11]=[CH:12][CH:13]=2)=[N:44][C:43]=1[CH2:54][O:14][C:15]1[CH:16]=[CH:17][C:18]([CH2:19][O:20]/[N:21]=[C:22](/[C:29]2[CH:30]=[CH:31][CH:32]=[CH:33][CH:34]=2)\[CH2:23][CH2:24][C:25]([O:27][CH3:28])=[O:26])=[CH:35][CH:36]=1, predict the reactants needed to synthesize it. (8) The reactants are: Cl[CH:2]1[C:8](=[O:9])[CH:7]2[CH2:10][CH2:11][C:4]([O:12][CH3:13])([CH:5]=[CH:6]2)[C:3]1=[O:14]. Given the product [CH3:13][O:12][C:4]12[CH2:11][CH2:10][CH:7]([CH:6]=[CH:5]1)[C:8](=[O:9])[CH2:2][C:3]2=[O:14], predict the reactants needed to synthesize it.